This data is from Catalyst prediction with 721,799 reactions and 888 catalyst types from USPTO. The task is: Predict which catalyst facilitates the given reaction. (1) Reactant: C(N(CC)CC)C.[Br:8][C:9]1[CH:10]=[C:11]([CH:15]=[CH:16][N:17]=1)[C:12]([OH:14])=O.ClC(OCC(C)C)=O.[CH2:26]([SH:28])[CH3:27]. Product: [Br:8][C:9]1[CH:10]=[C:11]([C:12](=[O:14])[S:28][CH2:26][CH3:27])[CH:15]=[CH:16][N:17]=1. The catalyst class is: 46. (2) The catalyst class is: 355. Product: [Br:41][C:42]1[CH:43]=[CH:44][C:45]([C:46]([O:48][CH3:49])=[O:47])=[CH:50][C:51]=1[O:5][CH2:4][CH2:3][C:2]([F:7])([F:6])[F:1]. Reactant: [F:1][C:2]([F:7])([F:6])[CH2:3][CH2:4][OH:5].N(C(OC(C)C)=O)=NC(OC(C)C)=O.C1(P(C2C=CC=CC=2)C2C=CC=CC=2)C=CC=CC=1.[Br:41][C:42]1[CH:51]=[CH:50][C:45]([C:46]([O:48][CH3:49])=[O:47])=[CH:44][C:43]=1O. (3) Reactant: [CH3:1][O:2][C:3](=[O:28])[C@@H:4]([NH:20][C:21]([O:23][C:24]([CH3:27])([CH3:26])[CH3:25])=[O:22])[CH2:5][C:6]1[CH:11]=[CH:10][C:9](OS(C(F)(F)F)(=O)=O)=[CH:8][CH:7]=1.[CH:29]([O:32][C:33]([N:35]1[CH2:40][CH2:39][CH:38]([CH2:41][O:42][C:43]2[CH:48]=[CH:47][C:46](B3OC(C)(C)C(C)(C)O3)=[CH:45][CH:44]=2)[CH2:37][CH2:36]1)=[O:34])([CH3:31])[CH3:30].C(N(CC)CC)C.CN(C=O)C. Product: [CH:29]([O:32][C:33]([N:35]1[CH2:36][CH2:37][CH:38]([CH2:41][O:42][C:43]2[CH:48]=[CH:47][C:46]([C:9]3[CH:10]=[CH:11][C:6]([CH2:5][C@H:4]([NH:20][C:21]([O:23][C:24]([CH3:27])([CH3:26])[CH3:25])=[O:22])[C:3]([O:2][CH3:1])=[O:28])=[CH:7][CH:8]=3)=[CH:45][CH:44]=2)[CH2:39][CH2:40]1)=[O:34])([CH3:31])[CH3:30]. The catalyst class is: 161. (4) Reactant: [H-].[Na+].[Br:3][C:4]1[C:12]2[CH:11]=[N:10][CH:9]=[N:8][C:7]=2[NH:6][CH:5]=1.Br[CH2:14][C:15]([O:17][C:18]([CH3:21])([CH3:20])[CH3:19])=[O:16].O. Product: [C:18]([O:17][C:15](=[O:16])[CH2:14][N:6]1[C:7]2[N:8]=[CH:9][N:10]=[CH:11][C:12]=2[C:4]([Br:3])=[CH:5]1)([CH3:21])([CH3:20])[CH3:19]. The catalyst class is: 3.